Dataset: NCI-60 drug combinations with 297,098 pairs across 59 cell lines. Task: Regression. Given two drug SMILES strings and cell line genomic features, predict the synergy score measuring deviation from expected non-interaction effect. (1) Drug 1: C1CN1P(=S)(N2CC2)N3CC3. Drug 2: CC1=C(C(CCC1)(C)C)C=CC(=CC=CC(=CC(=O)O)C)C. Cell line: SK-MEL-5. Synergy scores: CSS=0.519, Synergy_ZIP=-2.42, Synergy_Bliss=-1.63, Synergy_Loewe=-8.26, Synergy_HSA=-3.36. (2) Drug 1: COC1=C(C=C2C(=C1)N=CN=C2NC3=CC(=C(C=C3)F)Cl)OCCCN4CCOCC4. Drug 2: C1=CC(=C2C(=C1NCCNCCO)C(=O)C3=C(C=CC(=C3C2=O)O)O)NCCNCCO. Cell line: SW-620. Synergy scores: CSS=58.0, Synergy_ZIP=11.6, Synergy_Bliss=9.79, Synergy_Loewe=0.858, Synergy_HSA=12.0. (3) Synergy scores: CSS=1.74, Synergy_ZIP=2.12, Synergy_Bliss=-1.14, Synergy_Loewe=-14.6, Synergy_HSA=-3.80. Drug 2: COCCOC1=C(C=C2C(=C1)C(=NC=N2)NC3=CC=CC(=C3)C#C)OCCOC.Cl. Cell line: SK-OV-3. Drug 1: C(=O)(N)NO. (4) Drug 1: CN(C(=O)NC(C=O)C(C(C(CO)O)O)O)N=O. Drug 2: CCC1(C2=C(COC1=O)C(=O)N3CC4=CC5=C(C=CC(=C5CN(C)C)O)N=C4C3=C2)O.Cl. Cell line: HOP-92. Synergy scores: CSS=-3.79, Synergy_ZIP=-6.67, Synergy_Bliss=-14.8, Synergy_Loewe=-103, Synergy_HSA=-17.4. (5) Cell line: SNB-75. Drug 2: CCC1(C2=C(COC1=O)C(=O)N3CC4=CC5=C(C=CC(=C5CN(C)C)O)N=C4C3=C2)O.Cl. Synergy scores: CSS=12.8, Synergy_ZIP=-4.80, Synergy_Bliss=-0.0166, Synergy_Loewe=-18.7, Synergy_HSA=-0.262. Drug 1: C1CC(C1)(C(=O)O)C(=O)O.[NH2-].[NH2-].[Pt+2].